This data is from Drug-induced liver injury (DILI) classification data. The task is: Regression/Classification. Given a drug SMILES string, predict its toxicity properties. Task type varies by dataset: regression for continuous values (e.g., LD50, hERG inhibition percentage) or binary classification for toxic/non-toxic outcomes (e.g., AMES mutagenicity, cardiotoxicity, hepatotoxicity). Dataset: dili. The compound is CC(C)(C)NCC(O)COc1ccccc1C1CCCC1. The result is 0 (no liver injury).